This data is from Full USPTO retrosynthesis dataset with 1.9M reactions from patents (1976-2016). The task is: Predict the reactants needed to synthesize the given product. (1) Given the product [N+:1]([C:4]1[CH:9]=[CH:8][C:7]([N:10]2[CH2:11][CH2:12][CH2:13][CH2:14][CH2:15]2)=[CH:6][C:5]=1[C:26]1[CH:27]=[C:28]([CH:31]=[CH:32][N:33]=1)[CH:29]=[O:30])([O-:3])=[O:2], predict the reactants needed to synthesize it. The reactants are: [N+:1]([C:4]1[CH:9]=[CH:8][C:7]([N:10]2[CH2:15][CH2:14][CH2:13][CH2:12][CH2:11]2)=[CH:6][C:5]=1B1OC(C)(C)C(C)(C)O1)([O-:3])=[O:2].Cl[C:26]1[CH:27]=[C:28]([CH:31]=[CH:32][N:33]=1)[CH:29]=[O:30].C1C=CC(P(C2C=CC=CC=2)C2C=CC=CC=2)=CC=1.C([O-])([O-])=O.[Na+].[Na+]. (2) The reactants are: I[C:2]1[C:10]2[C:5](=[N:6][CH:7]=[C:8]([C:24]3[CH:29]=[CH:28][CH:27]=[CH:26][CH:25]=3)[C:9]=2[N:11]2[CH2:16][CH2:15][N:14]([C:17]([O:19][C:20]([CH3:23])([CH3:22])[CH3:21])=[O:18])[CH2:13][CH2:12]2)[N:4]([CH2:30][C:31]2[CH:36]=[CH:35][C:34]([O:37][CH3:38])=[CH:33][CH:32]=2)[N:3]=1.C(N(CC)CC)C.CN(C=O)C.[C:51]([O:55][CH3:56])(=[O:54])[CH:52]=[CH2:53]. Given the product [CH3:56][O:55][C:51](=[O:54])/[CH:52]=[CH:53]/[C:2]1[C:10]2[C:5](=[N:6][CH:7]=[C:8]([C:24]3[CH:29]=[CH:28][CH:27]=[CH:26][CH:25]=3)[C:9]=2[N:11]2[CH2:16][CH2:15][N:14]([C:17]([O:19][C:20]([CH3:23])([CH3:22])[CH3:21])=[O:18])[CH2:13][CH2:12]2)[N:4]([CH2:30][C:31]2[CH:36]=[CH:35][C:34]([O:37][CH3:38])=[CH:33][CH:32]=2)[N:3]=1, predict the reactants needed to synthesize it. (3) The reactants are: C(#N)C.[CH3:4]/[CH:5]=[CH:6]/[C:7]1[CH:12]=[CH:11][CH:10]=[CH:9][CH:8]=1.[OH:13]OS([O-])=O.[K+].C([O-])([O-])=O.[K+].[K+]. Given the product [CH3:4][C@@H:5]1[O:13][C@H:6]1[C:7]1[CH:12]=[CH:11][CH:10]=[CH:9][CH:8]=1, predict the reactants needed to synthesize it. (4) Given the product [O:9]1[CH:10]=[CH:11][CH:12]=[C:8]1[C:6]1[N:5]=[C:4]([NH2:13])[CH:3]=[C:2]([N:14]2[CH:18]=[CH:17][CH:16]=[N:15]2)[N:7]=1, predict the reactants needed to synthesize it. The reactants are: Cl[C:2]1[N:7]=[C:6]([C:8]2[O:9][CH:10]=[CH:11][CH:12]=2)[N:5]=[C:4]([NH2:13])[CH:3]=1.[NH:14]1[CH:18]=[CH:17][CH:16]=[N:15]1.C(=O)([O-])[O-].[Cs+].[Cs+].O. (5) Given the product [I:14][C:10]1[C:5]([NH:4][CH:1]([CH3:3])[CH3:2])=[N:6][C:7]([S:12][CH3:13])=[N:8][C:9]=1[CH3:11], predict the reactants needed to synthesize it. The reactants are: [CH:1]([NH:4][C:5]1[CH:10]=[C:9]([CH3:11])[N:8]=[C:7]([S:12][CH3:13])[N:6]=1)([CH3:3])[CH3:2].[I:14]Cl. (6) Given the product [CH3:18][O:28][C:27](=[O:29])[CH2:26][CH2:25][C:24]1([CH3:23])[CH2:30][CH2:31][C:7]2[C:6](=[C:5]3[CH:4]4[CH2:13][CH:1]([CH2:2][CH2:3]4)[C:10]3=[C:9]([OH:11])[CH:8]=2)[O:12]1, predict the reactants needed to synthesize it. The reactants are: [CH:1]12[CH2:13][CH:4]([C:5]3[C:6]([OH:12])=[CH:7][CH:8]=[C:9]([OH:11])[C:10]=31)[CH2:3][CH2:2]2.B(F)(F)F.[CH3:18]COCC.[CH3:23][C:24]1([CH:30]=[CH2:31])[O:28][C:27](=[O:29])[CH2:26][CH2:25]1.O. (7) Given the product [CH3:1][C:2]1[N:3]=[C:4]([C:13]#[N:14])[CH:5]=[CH:6][CH:7]=1, predict the reactants needed to synthesize it. The reactants are: [CH3:1][C:2]1[CH:7]=[CH:6][CH:5]=[CH:4][N+:3]=1[O-].C[Si]([C:13]#[N:14])(C)C.CN(C)C(Cl)=O.C([O-])([O-])=O.[K+].[K+].